Dataset: Catalyst prediction with 721,799 reactions and 888 catalyst types from USPTO. Task: Predict which catalyst facilitates the given reaction. Reactant: N#N.C(OC([NH:10][C@H:11]([CH2:19][C:20]1[CH:25]=[CH:24][C:23]([CH2:26][F:27])=[CH:22][CH:21]=1)[C:12]([O:14]C(C)(C)C)=[O:13])=O)(C)(C)C.C(O)(C(F)(F)F)=O. Product: [NH2:10][C@H:11]([CH2:19][C:20]1[CH:21]=[CH:22][C:23]([CH2:26][F:27])=[CH:24][CH:25]=1)[C:12]([OH:14])=[O:13]. The catalyst class is: 2.